The task is: Regression. Given a target protein amino acid sequence and a drug SMILES string, predict the binding affinity score between them. We predict pKi (pKi = -log10(Ki in M); higher means stronger inhibition). Dataset: bindingdb_ki.. This data is from Drug-target binding data from BindingDB using Ki measurements. (1) The small molecule is Cn1cc(C(=O)OCC2CCN(CCNS(C)(=O)=O)CC2)c2ccccc21. The target protein sequence is MLNTTLSACFLSLLALTSACYFQNCP. The pKi is 5.0. (2) The small molecule is CC(=O)N[C@@H](CO)C(=O)N[C@@H](CCCCN)C(=O)N[C@@H](CC(C)C)C(=O)N[C@@H](CCCNC(=N)N)C(=O)c1nccs1. The target protein (P05981) has sequence MAQKEGGRTVPCCSRPKVAALTAGTLLLLTAIGAASWAIVAVLLRSDQEPLYPVQVSSADARLMVFDKTEGTWRLLCSSRSNARVAGLSCEEMGFLRALTHSELDVRTAGANGTSGFFCVDEGRLPHTQRLLEVISVCDCPRGRFLAAICQDCGRRKLPVDRIVGGRDTSLGRWPWQVSLRYDGAHLCGGSLLSGDWVLTAAHCFPERNRVLSRWRVFAGAVAQASPHGLQLGVQAVVYHGGYLPFRDPNSEENSNDIALVHLSSPLPLTEYIQPVCLPAAGQALVDGKICTVTGWGNTQYYGQQAGVLQEARVPIISNDVCNGADFYGNQIKPKMFCAGYPEGGIDACQGDSGGPFVCEDSISRTPRWRLCGIVSWGTGCALAQKPGVYTKVSDFREWIFQAIKTHSEASGMVTQL. The pKi is 8.9. (3) The compound is COc1ccc(OC)c(NC(=O)c2ccccc2NS(=O)(=O)c2cccc3cccnc23)c1. The target protein sequence is MSRRLNNILEHISIQGNDGETVRAVKRDVAMAALTNQFTMSVESMRQIMTYLLYEMVEGLEGRESTVRMLPSYVYKADPKRATGVFYALDLGGTNFRVLRVACKEGAVVDSSTSAFKIPKYALEGNATDLFGFIASNVKKTMETRAPEDLNRTVPLGFTFSFPVEQTKVNRGVLIRWTKGFSTKGVQGNDVIALLQAAFGRVSLKVNVVALCNDTVGTLISHYFKDPEVQVGVIIGTGSNACYFETASAVTKDPAVAARGSALTPINMESGNFDSKYRFVLPTTKFDLDIDDASLNKGQQALEKMISGMYLGEIARRVIVHLSSINCLPAALQTALGNRGSFESRFAGMISADRMPGLQFTRSTIQKVCGVDVQSIEDLRIIRDVCRLVRGRAAQLSASFCCAPLVKTQTQGRATIAIDGSVFEKIPSFRRVLQDNINRILGPECDVRAVLAKDGSGIGAAFISAMVVNDK. The pKi is 4.0. (4) The small molecule is Cc1csc(Nc2cc(Cc3ccccc3)nc(N[C@H]3CC[C@H](O)CC3)n2)n1. The target protein (Q08881) has sequence MNNFILLEEQLIKKSQQKRRTSPSNFKVRFFVLTKASLAYFEDRHGKKRTLKGSIELSRIKCVEIVKSDISIPCHYKYPFQVVHDNYLLYVFAPDRESRQRWVLALKEETRNNNSLVPKYHPNFWMDGKWRCCSQLEKLATGCAQYDPTKNASKKPLPPTPEDNRRPLWEPEETVVIALYDYQTNDPQELALRRNEEYCLLDSSEIHWWRVQDRNGHEGYVPSSYLVEKSPNNLETYEWYNKSISRDKAEKLLLDTGKEGAFMVRDSRTAGTYTVSVFTKAVVSENNPCIKHYHIKETNDNPKRYYVAEKYVFDSIPLLINYHQHNGGGLVTRLRYPVCFGRQKAPVTAGLRYGKWVIDPSELTFVQEIGSGQFGLVHLGYWLNKDKVAIKTIREGAMSEEDFIEEAEVMMKLSHPKLVQLYGVCLEQAPICLVFEFMEHGCLSDYLRTQRGLFAAETLLGMCLDVCEGMAYLEEACVIHRDLAARNCLVGENQVIKVSD.... The pKi is 6.8. (5) The drug is CCc1cc(OCc2ccc3c(-c4nnn[nH]4)cc4ccccc4c(=O)c3c2)c2c(n1)CCCC2. The target protein (P30556) has sequence MILNSSTEDGIKRIQDDCPKAGRHNYIFVMIPTLYSIIFVVGIFGNSLVVIVIYFYMKLKTVASVFLLNLALADLCFLLTLPLWAVYTAMEYRWPFGNYLCKIASASVSFNLYASVFLLTCLSIDRYLAIVHPMKSRLRRTMLVAKVTCIIIWLLAGLASLPAIIHRNVFFIENTNITVCAFHYESQNSTLPIGLGLTKNILGFLFPFLIILTSYTLIWKALKKAYEIQKNKPRNDDIFKIIMAIVLFFFFSWIPHQIFTFLDVLIQLGIIRDCRIADIVDTAMPITICIAYFNNCLNPLFYGFLGKKFKRYFLQLLKYIPPKAKSHSNLSTKMSTLSYRPSDNVSSSTKKPAPCFEVE. The pKi is 8.8.